This data is from Full USPTO retrosynthesis dataset with 1.9M reactions from patents (1976-2016). The task is: Predict the reactants needed to synthesize the given product. (1) The reactants are: [O:1]1[C:6]2([CH2:11][CH2:10][NH:9][CH2:8][CH2:7]2)[CH2:5][NH:4][C:3](=[O:12])[CH2:2]1.[CH:13]1([N:18]2[C:22]3[N:23]=[C:24]([NH:27][C:28]4[N:33]=[N:32][C:31](Cl)=[CH:30][CH:29]=4)[N:25]=[CH:26][C:21]=3[C:20]3[CH:35]=[CH:36][N:37]=[CH:38][C:19]2=3)[CH2:17][CH2:16][CH2:15][CH2:14]1.C(N(CC)C(C)C)(C)C. Given the product [CH:13]1([N:18]2[C:22]3[N:23]=[C:24]([NH:27][C:28]4[N:33]=[N:32][C:31]([N:9]5[CH2:8][CH2:7][C:6]6([O:1][CH2:2][C:3](=[O:12])[NH:4][CH2:5]6)[CH2:11][CH2:10]5)=[CH:30][CH:29]=4)[N:25]=[CH:26][C:21]=3[C:20]3[CH:35]=[CH:36][N:37]=[CH:38][C:19]2=3)[CH2:14][CH2:15][CH2:16][CH2:17]1, predict the reactants needed to synthesize it. (2) Given the product [CH2:14]([N:28]([CH2:29][CH3:30])[CH2:27][CH2:26][NH:25][C:9]([C:5]1[CH:4]=[CH:3][N:7]([CH3:33])[C:6]=1[CH3:8])=[O:11])[CH3:15], predict the reactants needed to synthesize it. The reactants are: C([C:3]1[NH:7][C:6]([CH3:8])=[C:5]([C:9]([OH:11])=O)[C:4]=1C)=O.O[C:14]1C2N=NNC=2C=C[CH:15]=1.C([NH:25][CH2:26][CH2:27][NH:28][CH2:29][CH3:30])C.[OH-].[Na+].[C:33](=O)(O)[O-].[Na+]. (3) Given the product [CH3:7][C:8]1[CH:14]=[C:13]([CH:15]([C:16]([F:17])([F:18])[F:19])[C:20]([F:23])([F:22])[F:21])[CH:12]=[CH:11][C:9]=1[NH2:10], predict the reactants needed to synthesize it. The reactants are: [H-].[Al+3].[Li+].[H-].[H-].[H-].[CH3:7][C:8]1[CH:14]=[C:13]([C:15](F)([C:20]([F:23])([F:22])[F:21])[C:16]([F:19])([F:18])[F:17])[CH:12]=[CH:11][C:9]=1[NH2:10].[OH-].[Na+].